This data is from NCI-60 drug combinations with 297,098 pairs across 59 cell lines. The task is: Regression. Given two drug SMILES strings and cell line genomic features, predict the synergy score measuring deviation from expected non-interaction effect. (1) Drug 1: CC1C(C(CC(O1)OC2CC(CC3=C2C(=C4C(=C3O)C(=O)C5=C(C4=O)C(=CC=C5)OC)O)(C(=O)C)O)N)O.Cl. Drug 2: C1=CC(=CC=C1C#N)C(C2=CC=C(C=C2)C#N)N3C=NC=N3. Cell line: CCRF-CEM. Synergy scores: CSS=33.0, Synergy_ZIP=3.49, Synergy_Bliss=6.22, Synergy_Loewe=-43.3, Synergy_HSA=6.17. (2) Drug 1: CC1=C2C(C(=O)C3(C(CC4C(C3C(C(C2(C)C)(CC1OC(=O)C(C(C5=CC=CC=C5)NC(=O)OC(C)(C)C)O)O)OC(=O)C6=CC=CC=C6)(CO4)OC(=O)C)OC)C)OC. Drug 2: C1=C(C(=O)NC(=O)N1)N(CCCl)CCCl. Cell line: OVCAR-4. Synergy scores: CSS=9.73, Synergy_ZIP=-9.01, Synergy_Bliss=-14.1, Synergy_Loewe=-42.6, Synergy_HSA=-12.5. (3) Drug 1: CC1=C(C=C(C=C1)C(=O)NC2=CC(=CC(=C2)C(F)(F)F)N3C=C(N=C3)C)NC4=NC=CC(=N4)C5=CN=CC=C5. Drug 2: CC1=C(C(=O)C2=C(C1=O)N3CC4C(C3(C2COC(=O)N)OC)N4)N. Cell line: MALME-3M. Synergy scores: CSS=9.41, Synergy_ZIP=-5.38, Synergy_Bliss=-5.90, Synergy_Loewe=-14.6, Synergy_HSA=-6.62. (4) Drug 1: CC1=C(C(=CC=C1)Cl)NC(=O)C2=CN=C(S2)NC3=CC(=NC(=N3)C)N4CCN(CC4)CCO. Drug 2: N.N.Cl[Pt+2]Cl. Cell line: A549. Synergy scores: CSS=63.9, Synergy_ZIP=2.43, Synergy_Bliss=2.28, Synergy_Loewe=3.77, Synergy_HSA=6.17. (5) Drug 2: CN(C)C1=NC(=NC(=N1)N(C)C)N(C)C. Drug 1: CN1CCC(CC1)COC2=C(C=C3C(=C2)N=CN=C3NC4=C(C=C(C=C4)Br)F)OC. Cell line: EKVX. Synergy scores: CSS=14.1, Synergy_ZIP=-2.28, Synergy_Bliss=-2.89, Synergy_Loewe=-53.1, Synergy_HSA=-4.74.